From a dataset of Catalyst prediction with 721,799 reactions and 888 catalyst types from USPTO. Predict which catalyst facilitates the given reaction. Reactant: C([O:4][C:5]1[CH:10]=[CH:9][C:8]([CH2:11][S:12]([CH2:15][CH2:16][N:17]2[CH:21]=[CH:20][N:19]=[N:18]2)(=[O:14])=[O:13])=[CH:7][CH:6]=1)C=C.CN1C(=O)CC(=O)N(C)C1=O. Product: [N:17]1([CH2:16][CH2:15][S:12]([CH2:11][C:8]2[CH:7]=[CH:6][C:5]([OH:4])=[CH:10][CH:9]=2)(=[O:14])=[O:13])[CH:21]=[CH:20][N:19]=[N:18]1. The catalyst class is: 668.